From a dataset of Forward reaction prediction with 1.9M reactions from USPTO patents (1976-2016). Predict the product of the given reaction. (1) Given the reactants [CH3:1][C:2]([CH3:23])([CH3:22])[CH:3]([C:5]1[CH:10]=[CH:9][C:8]([C:11]2[CH:16]=[CH:15][C:14]([O:17][C:18]([F:21])([F:20])[F:19])=[CH:13][CH:12]=2)=[CH:7][N:6]=1)[OH:4].CC(OI1(OC(C)=O)(OC(C)=O)OC(=O)C2C=CC=CC1=2)=O, predict the reaction product. The product is: [CH3:1][C:2]([CH3:23])([CH3:22])[C:3]([C:5]1[CH:10]=[CH:9][C:8]([C:11]2[CH:16]=[CH:15][C:14]([O:17][C:18]([F:21])([F:19])[F:20])=[CH:13][CH:12]=2)=[CH:7][N:6]=1)=[O:4]. (2) Given the reactants Cl.[Br:2][C:3]1[C:11]([Cl:12])=[CH:10][C:6]([C:7]([OH:9])=[O:8])=[C:5]([NH:13][NH2:14])[CH:4]=1.[CH3:15][C:16](=O)[CH2:17][CH3:18], predict the reaction product. The product is: [Br:2][C:3]1[C:11]([Cl:12])=[CH:10][C:6]([C:7]([OH:9])=[O:8])=[C:5]([NH:13][N:14]=[C:16]([CH2:17][CH3:18])[CH3:15])[CH:4]=1. (3) The product is: [CH3:110][C@@:49]1([OH:48])[C@@H:81]([CH2:82][OH:83])[O:80][C@@H:52]([O:53][C:54]2[CH:59]=[C:58]([NH2:60])[CH:57]=[CH:56][C:55]=2[CH2:71][C:72]2[CH:73]=[CH:74][C:75]([CH2:78][CH3:79])=[CH:76][CH:77]=2)[C@H:51]([OH:92])[C@H:50]1[OH:101]. Given the reactants ClC(Cl)(Cl)C#N.C1CCN2C(=NCCC2)CC1.C(C1C=CC(CC2C=CC(NC(=O)OCC3C=CC=CC=3)=CC=2O)=CC=1)C.C([O:48][C@:49]1([CH3:110])[C@@H:81]([CH2:82][O:83]C(=O)C2C=CC=CC=2)[O:80][C@@H:52]([O:53][C:54]2[CH:59]=[C:58]([NH:60]C(OCC3C=CC=CC=3)=O)[CH:57]=[CH:56][C:55]=2[CH2:71][C:72]2[CH:77]=[CH:76][C:75]([CH2:78][CH3:79])=[CH:74][CH:73]=2)[C@H:51]([O:92]C(=O)C2C=CC=CC=2)[C@H:50]1[O:101]C(=O)C1C=CC=CC=1)(=O)C.C(O[C@]1(C)[C@@H](COC(=O)C2C=CC=CC=2)O[C@@H](OC2C=C(N)C=CC=2CC2C=CC(CC)=CC=2)[C@H](OC(=O)C2C=CC=CC=2)[C@H]1OC(=O)C1C=CC=CC=1)(=O)C.C(=O)([O-])[O-].[K+].[K+], predict the reaction product. (4) Given the reactants [Cl:1][C:2]1[CH:7]=[CH:6][C:5]([NH:8][C:9]([NH:11][C:12]2[CH:17]=[CH:16][CH:15]=[CH:14][C:13]=2[Br:18])=S)=[C:4]([O:19][Si:20]([C:23]([CH3:26])([CH3:25])[CH3:24])([CH3:22])[CH3:21])[C:3]=1[S:27]([N:30]([CH3:32])[CH3:31])(=[O:29])=[O:28].CS(Cl)(=O)=O.C(N(CC)CC)C, predict the reaction product. The product is: [Cl:1][C:2]1[CH:7]=[CH:6][C:5]([N:8]=[C:9]=[N:11][C:12]2[CH:17]=[CH:16][CH:15]=[CH:14][C:13]=2[Br:18])=[C:4]([O:19][Si:20]([C:23]([CH3:26])([CH3:25])[CH3:24])([CH3:21])[CH3:22])[C:3]=1[S:27]([N:30]([CH3:32])[CH3:31])(=[O:28])=[O:29]. (5) Given the reactants [N+]([C:4]1[CH:9]=[CH:8][N+:7]([O-:10])=[CH:6][CH:5]=1)([O-])=O.[F:11][C:12]([F:22])([F:21])[O:13][C:14]1[CH:19]=[CH:18][C:17]([OH:20])=[CH:16][CH:15]=1.C([O-])([O-])=O.[K+].[K+].CN(C=O)C, predict the reaction product. The product is: [F:11][C:12]([F:21])([F:22])[O:13][C:14]1[CH:19]=[CH:18][C:17]([O:20][C:4]2[CH:9]=[CH:8][N+:7]([O-:10])=[CH:6][CH:5]=2)=[CH:16][CH:15]=1.